Predict the reactants needed to synthesize the given product. From a dataset of Full USPTO retrosynthesis dataset with 1.9M reactions from patents (1976-2016). Given the product [I:1][C:2]1[CH:10]=[C:6]2[C:5](=[CH:4][CH:3]=1)[N:11]=[CH:12][N:25]([CH2:18][C:19]1[CH:24]=[CH:23][CH:22]=[CH:21][CH:20]=1)[C:7]2=[O:9], predict the reactants needed to synthesize it. The reactants are: [I:1][C:2]1[CH:10]=[C:6]([C:7]([OH:9])=O)[C:5]([NH2:11])=[CH:4][CH:3]=1.[CH:12]([O-])([O-])OCC.[CH2:18]([NH2:25])[C:19]1[CH:24]=[CH:23][CH:22]=[CH:21][CH:20]=1.Cl.